This data is from NCI-60 drug combinations with 297,098 pairs across 59 cell lines. The task is: Regression. Given two drug SMILES strings and cell line genomic features, predict the synergy score measuring deviation from expected non-interaction effect. (1) Drug 1: COC1=NC(=NC2=C1N=CN2C3C(C(C(O3)CO)O)O)N. Drug 2: CC=C1C(=O)NC(C(=O)OC2CC(=O)NC(C(=O)NC(CSSCCC=C2)C(=O)N1)C(C)C)C(C)C. Cell line: CAKI-1. Synergy scores: CSS=32.8, Synergy_ZIP=3.00, Synergy_Bliss=-1.70, Synergy_Loewe=-50.2, Synergy_HSA=-4.91. (2) Drug 1: C1=NC2=C(N=C(N=C2N1C3C(C(C(O3)CO)O)O)F)N. Drug 2: C1CCC(C(C1)N)N.C(=O)(C(=O)[O-])[O-].[Pt+4]. Cell line: RXF 393. Synergy scores: CSS=55.4, Synergy_ZIP=2.85, Synergy_Bliss=1.77, Synergy_Loewe=-9.65, Synergy_HSA=1.05. (3) Drug 1: CC=C1C(=O)NC(C(=O)OC2CC(=O)NC(C(=O)NC(CSSCCC=C2)C(=O)N1)C(C)C)C(C)C. Drug 2: C#CCC(CC1=CN=C2C(=N1)C(=NC(=N2)N)N)C3=CC=C(C=C3)C(=O)NC(CCC(=O)O)C(=O)O. Cell line: NCI-H322M. Synergy scores: CSS=52.7, Synergy_ZIP=2.15, Synergy_Bliss=-1.07, Synergy_Loewe=-11.6, Synergy_HSA=-1.23. (4) Drug 1: COC1=CC(=CC(=C1O)OC)C2C3C(COC3=O)C(C4=CC5=C(C=C24)OCO5)OC6C(C(C7C(O6)COC(O7)C8=CC=CS8)O)O. Drug 2: CC1=C(C(=CC=C1)Cl)NC(=O)C2=CN=C(S2)NC3=CC(=NC(=N3)C)N4CCN(CC4)CCO. Cell line: SF-268. Synergy scores: CSS=39.4, Synergy_ZIP=1.41, Synergy_Bliss=3.30, Synergy_Loewe=0.891, Synergy_HSA=2.23.